The task is: Predict the product of the given reaction.. This data is from Forward reaction prediction with 1.9M reactions from USPTO patents (1976-2016). (1) Given the reactants I[C:2]1[C:10]2[C:5](=[CH:6][CH:7]=[C:8]([C:11]3[O:15][C:14]([NH:16][CH:17]([CH3:19])[CH3:18])=[N:13][N:12]=3)[CH:9]=2)[N:4]([S:20]([C:23]2[CH:29]=[CH:28][C:26]([CH3:27])=[CH:25][CH:24]=2)(=[O:22])=[O:21])[CH:3]=1.[Cl:30][C:31]1[N:36]=[C:35]([Sn](CCCC)(CCCC)CCCC)[CH:34]=[CH:33][N:32]=1, predict the reaction product. The product is: [Cl:30][C:31]1[N:36]=[C:35]([C:2]2[C:10]3[C:5](=[CH:6][CH:7]=[C:8]([C:11]4[O:15][C:14]([NH:16][CH:17]([CH3:18])[CH3:19])=[N:13][N:12]=4)[CH:9]=3)[N:4]([S:20]([C:23]3[CH:24]=[CH:25][C:26]([CH3:27])=[CH:28][CH:29]=3)(=[O:22])=[O:21])[CH:3]=2)[CH:34]=[CH:33][N:32]=1. (2) Given the reactants [Cl:1][C:2]1[N:7]=[C:6]([CH2:8][C:9]([OH:11])=[O:10])[C:5]([C:12]#[N:13])=[CH:4][C:3]=1[F:14].[N+:15]([C:18]1[CH:23]=[CH:22][C:21](O)=[CH:20][CH:19]=1)([O-:17])=[O:16].C(N=C=NC(C)C)(C)C, predict the reaction product. The product is: [N+:15]([C:18]1[CH:23]=[CH:22][C:21]([O:10][C:9](=[O:11])[CH2:8][C:6]2[C:5]([C:12]#[N:13])=[CH:4][C:3]([F:14])=[C:2]([Cl:1])[N:7]=2)=[CH:20][CH:19]=1)([O-:17])=[O:16]. (3) Given the reactants [Cl:1][C:2]1[CH:12]=[C:6]2[NH:7][CH:8]([CH3:11])[CH2:9][CH2:10][N:5]2[C:4](=[O:13])[N:3]=1.C(N(CC)CC)C.[C:21](O[C:21]([O:23][C:24]([CH3:27])([CH3:26])[CH3:25])=[O:22])([O:23][C:24]([CH3:27])([CH3:26])[CH3:25])=[O:22], predict the reaction product. The product is: [Cl:1][C:2]1[CH:12]=[C:6]2[N:7]([C:21]([O:23][C:24]([CH3:27])([CH3:26])[CH3:25])=[O:22])[CH:8]([CH3:11])[CH2:9][CH2:10][N:5]2[C:4](=[O:13])[N:3]=1. (4) Given the reactants C(OC([N:8]1[CH2:13][CH2:12][CH:11]([C:14]2[CH:15]=[N:16][CH:17]=[C:18]([N:20]3[CH2:28][C:27]4[C:22](=[CH:23][CH:24]=[C:25]([Cl:29])[CH:26]=4)[C:21]3=[O:30])[CH:19]=2)[CH2:10][CH2:9]1)=O)(C)(C)C.C(Cl)(=O)C, predict the reaction product. The product is: [Cl:29][C:25]1[CH:26]=[C:27]2[C:22](=[CH:23][CH:24]=1)[C:21](=[O:30])[N:20]([C:18]1[CH:19]=[C:14]([CH:11]3[CH2:12][CH2:13][NH:8][CH2:9][CH2:10]3)[CH:15]=[N:16][CH:17]=1)[CH2:28]2. (5) Given the reactants [Br:1][C:2]1[CH:7]=[CH:6][C:5]([C:8]2([C:11]#N)[CH2:10][CH2:9]2)=[C:4]([F:13])[CH:3]=1.[Li+].[OH-:15].[OH2:16], predict the reaction product. The product is: [Br:1][C:2]1[CH:7]=[CH:6][C:5]([C:8]2([C:11]([OH:16])=[O:15])[CH2:10][CH2:9]2)=[C:4]([F:13])[CH:3]=1. (6) The product is: [F:14][C:2]([F:1])([CH3:13])[CH2:3][CH2:4][CH2:5][CH2:6][N:7]1[CH:11]=[CH:10][C:9]([NH:12][C:21]([C:19]2[N:20]=[C:16]([CH3:15])[O:17][C:18]=2[C:24]2[CH:25]=[CH:26][CH:27]=[CH:28][CH:29]=2)=[O:22])=[N:8]1. Given the reactants [F:1][C:2]([F:14])([CH3:13])[CH2:3][CH2:4][CH2:5][CH2:6][N:7]1[CH:11]=[CH:10][C:9]([NH2:12])=[N:8]1.[CH3:15][C:16]1[O:17][C:18]([C:24]2[CH:29]=[CH:28][CH:27]=[CH:26][CH:25]=2)=[C:19]([C:21](O)=[O:22])[N:20]=1, predict the reaction product. (7) Given the reactants [OH:1][C:2]1[C:3]([CH:12]2[C:20]3[C:15](=[CH:16][CH:17]=[C:18]4[N:23]=[CH:22][S:21][C:19]4=3)[N:14]([CH2:24][C:25]3[CH:30]=[CH:29][C:28]([O:31][CH3:32])=[CH:27][CH:26]=3)[C:13]2=[O:33])=[CH:4][C:5]2[O:10][CH2:9][CH2:8][O:7][C:6]=2[CH:11]=1.[C:34]1(C(C2C=CC=CC=2)N2C3C(=CC=CC=3)C(C3C=C(C)C(OC)=CC=3O)C2=O)C=CC=CC=1, predict the reaction product. The product is: [CH3:32][O:31][C:28]1[CH:29]=[CH:30][C:25]([CH2:24][N:14]2[C:15]3[C:20](=[C:19]4[S:21][CH:22]=[N:23][C:18]4=[CH:17][CH:16]=3)[C:12]3([C:3]4[C:2](=[CH:11][C:6]5[O:7][CH2:8][CH2:9][O:10][C:5]=5[CH:4]=4)[O:1][CH2:34]3)[C:13]2=[O:33])=[CH:26][CH:27]=1.